This data is from Catalyst prediction with 721,799 reactions and 888 catalyst types from USPTO. The task is: Predict which catalyst facilitates the given reaction. (1) Product: [ClH:39].[F:12][C:9]([F:10])([F:11])[C:7]1[CH:6]=[C:5]([CH:13]2[CH2:18][CH2:17][N:16]([C:19]([C:21]3[C:29]4[CH2:28][CH2:27][NH:26][CH2:25][C:24]=4[NH:23][N:22]=3)=[O:20])[CH2:15][CH2:14]2)[CH:4]=[C:3]([C:2]([F:1])([F:37])[F:38])[CH:8]=1. Reactant: [F:1][C:2]([F:38])([F:37])[C:3]1[CH:4]=[C:5]([CH:13]2[CH2:18][CH2:17][N:16]([C:19]([C:21]3[C:29]4[CH2:28][CH2:27][N:26](C(OC(C)(C)C)=O)[CH2:25][C:24]=4[NH:23][N:22]=3)=[O:20])[CH2:15][CH2:14]2)[CH:6]=[C:7]([C:9]([F:12])([F:11])[F:10])[CH:8]=1.[ClH:39]. The catalyst class is: 158. (2) Reactant: Cl[C:2]1[N:7]=[CH:6][C:5]([O:8][CH2:9][C:10]2[C:15]([F:16])=[C:14]([O:17][CH3:18])[CH:13]=[C:12]([O:19][CH3:20])[C:11]=2[F:21])=[CH:4][N:3]=1.[CH3:22][N:23]1[CH2:28][CH2:27][CH:26]([N:29]2[CH:33]=[C:32]([NH2:34])[N:31]=[CH:30]2)[CH2:25][CH2:24]1.C(=O)([O-])[O-].[Cs+].[Cs+].O1CCOCC1. Product: [F:21][C:11]1[C:12]([O:19][CH3:20])=[CH:13][C:14]([O:17][CH3:18])=[C:15]([F:16])[C:10]=1[CH2:9][O:8][C:5]1[CH:4]=[N:3][C:2]([NH:34][C:32]2[N:31]=[CH:30][N:29]([CH:26]3[CH2:27][CH2:28][N:23]([CH3:22])[CH2:24][CH2:25]3)[CH:33]=2)=[N:7][CH:6]=1. The catalyst class is: 713. (3) Reactant: [CH:1]1[C:14]2[CH:13]=[CH:12][C:11]3[C:6](=[CH:7][CH:8]=[CH:9][CH:10]=3)[C:5]=2[CH:4]=[C:3]([C:15]2[C:16]3[C:21]([CH:22]=[C:23]4[C:28]=2[CH:27]=[CH:26][CH:25]=[CH:24]4)=[CH:20][CH:19]=[CH:18][CH:17]=3)[CH:2]=1.C1C(=O)N([Br:36])C(=O)C1. Product: [Br:36][C:22]1[C:21]2[C:16]([C:15]([C:3]3[CH:2]=[CH:1][C:14]4[CH:13]=[CH:12][C:11]5[C:6]([C:5]=4[CH:4]=3)=[CH:7][CH:8]=[CH:9][CH:10]=5)=[C:28]3[C:23]=1[CH:24]=[CH:25][CH:26]=[CH:27]3)=[CH:17][CH:18]=[CH:19][CH:20]=2. The catalyst class is: 1. (4) Reactant: [NH2:1][C:2]1[CH:7]=[C:6]([C:8]([F:11])([F:10])[F:9])[C:5]([Cl:12])=[CH:4][C:3]=1[NH:13][C:14]1[CH:19]=[CH:18][C:17]([CH2:20][CH2:21][OH:22])=[CH:16][CH:15]=1.[N:23]1[CH:28]=[CH:27][CH:26]=[CH:25][C:24]=1[CH:29]=O.CCO. Product: [Cl:12][C:5]1[C:6]([C:8]([F:10])([F:11])[F:9])=[CH:7][C:2]2[N:1]=[C:29]([C:24]3[CH:25]=[CH:26][CH:27]=[CH:28][N:23]=3)[N:13]([C:14]3[CH:19]=[CH:18][C:17]([CH2:20][CH2:21][OH:22])=[CH:16][CH:15]=3)[C:3]=2[CH:4]=1. The catalyst class is: 25. (5) Reactant: Cl[C:2]([O:4][CH2:5][CH3:6])=[O:3].Cl.[Br:8][C:9]1[CH:10]=[CH:11][C:12]([F:17])=[C:13]([CH:16]=1)[CH2:14][NH2:15].C(N(C(C)C)CC)(C)C.C(OCC)C. Product: [CH2:5]([O:4][C:2](=[O:3])[NH:15][CH2:14][C:13]1[CH:16]=[C:9]([Br:8])[CH:10]=[CH:11][C:12]=1[F:17])[CH3:6]. The catalyst class is: 4. (6) Reactant: CC(C)([O-])C.[K+].[Br:7][C:8]1[CH:9]=[C:10]([OH:14])[CH:11]=[CH:12][CH:13]=1.[CH2:15]([O:17][C:18](=[O:23])[CH:19]=[C:20](Cl)[CH3:21])[CH3:16]. Product: [CH2:15]([O:17][C:18](=[O:23])/[CH:19]=[C:20](/[O:14][C:10]1[CH:11]=[CH:12][CH:13]=[C:8]([Br:7])[CH:9]=1)\[CH3:21])[CH3:16]. The catalyst class is: 7.